This data is from Forward reaction prediction with 1.9M reactions from USPTO patents (1976-2016). The task is: Predict the product of the given reaction. (1) Given the reactants C([O:3][C:4](=[O:30])[CH2:5][C:6]1[CH:11]=[CH:10][CH:9]=[C:8]([O:12][CH2:13]/[CH:14]=[C:15](/[C:17]2[CH:22]=[CH:21][C:20]([C:23]3[CH:28]=[CH:27][C:26]([Br:29])=[CH:25][CH:24]=3)=[CH:19][CH:18]=2)\[CH3:16])[CH:7]=1)C.C(O)C, predict the reaction product. The product is: [Br:29][C:26]1[CH:27]=[CH:28][C:23]([C:20]2[CH:19]=[CH:18][C:17](/[C:15](/[CH3:16])=[CH:14]/[CH2:13][O:12][C:8]3[CH:7]=[C:6]([CH2:5][C:4]([OH:30])=[O:3])[CH:11]=[CH:10][CH:9]=3)=[CH:22][CH:21]=2)=[CH:24][CH:25]=1. (2) Given the reactants [C:1]([C:4]1[CH:9]=[CH:8][CH:7]=[CH:6][CH:5]=1)(=O)[CH3:2].[NH2:10][CH2:11][CH2:12][OH:13].[BH4-].[Na+], predict the reaction product. The product is: [C:4]1([CH:1]([NH:10][CH2:11][CH2:12][OH:13])[CH3:2])[CH:9]=[CH:8][CH:7]=[CH:6][CH:5]=1. (3) Given the reactants [C:1]1([S:7]([N:10]2[C:18]3[C:13](=[CH:14][CH:15]=[CH:16][CH:17]=3)[CH:12]=[CH:11]2)(=[O:9])=[O:8])[CH:6]=[CH:5][CH:4]=[CH:3][CH:2]=1.C([Li])CCC.[CH:24]([CH:26]=[CH2:27])=[O:25].O, predict the reaction product. The product is: [C:1]1([S:7]([N:10]2[C:18]3[C:13](=[CH:14][CH:15]=[CH:16][CH:17]=3)[CH:12]=[C:11]2[CH:24]([OH:25])[CH:26]=[CH2:27])(=[O:9])=[O:8])[CH:2]=[CH:3][CH:4]=[CH:5][CH:6]=1. (4) Given the reactants [CH3:1][O:2][C:3](=[O:26])[C@H:4]([NH:15][C:16]([O:18][CH2:19][C:20]1[CH:25]=[CH:24][CH:23]=[CH:22][CH:21]=1)=[O:17])[CH2:5][C:6]1[CH:7]=[C:8]2[C:12](=[CH:13][CH:14]=1)[NH:11][CH:10]=[CH:9]2.C([OH:31])(C)(C)C, predict the reaction product. The product is: [CH3:1][O:2][C:3](=[O:26])[C@H:4]([NH:15][C:16]([O:18][CH2:19][C:20]1[CH:25]=[CH:24][CH:23]=[CH:22][CH:21]=1)=[O:17])[CH2:5][C:6]1[CH:7]=[C:8]2[C:12](=[CH:13][CH:14]=1)[NH:11][C:10](=[O:31])[CH2:9]2. (5) Given the reactants Cl.ClCCCOC1C=[C:15]2C(C=N[C:13]([NH:17][C:18]3[CH:19]=[N:20][N:21]([CH2:23][C:24]([NH:26][C:27]4[CH:32]=[CH:31][CH:30]=[C:29]([F:33])[C:28]=4[F:34])=[O:25])[CH:22]=3)=[N:14]2)=CC=1.[C:35]1(=O)[NH:39][C:38](=[O:40])[C:37]2=[CH:41][CH:42]=[CH:43][CH:44]=[C:36]12.[K].[C:47](=[O:50])([O-])[O-].[K+].[K+].[I-].[K+].C(=O)([O-])O.[Na+].[CH2:60]([O:62][CH2:63][CH3:64])[CH3:61], predict the reaction product. The product is: [F:34][C:28]1[C:29]([F:33])=[CH:30][CH:31]=[CH:32][C:27]=1[NH:26][C:24](=[O:25])[CH2:23][N:21]1[CH:22]=[C:18]([NH:17][C:13]2[C:28]3[C:27](=[CH:61][C:60]([O:62][CH2:63][CH2:64][CH2:35][N:39]4[C:38](=[O:40])[C:37]5[C:41](=[CH:42][CH:43]=[CH:44][CH:36]=5)[C:47]4=[O:50])=[CH:30][CH:29]=3)[N:26]=[CH:15][N:14]=2)[CH:19]=[N:20]1. (6) Given the reactants COCCN(S(F)(F)F)CCOC.[C:14]([O:18][C:19]([NH:21][C@H:22]([CH3:33])[C:23]([NH:25][CH:26]([CH2:31][OH:32])[C:27]([O:29][CH3:30])=[O:28])=O)=[O:20])([CH3:17])([CH3:16])[CH3:15].BrC(Cl)(Cl)Cl, predict the reaction product. The product is: [C:14]([O:18][C:19]([NH:21][C@@H:22]([C:23]1[O:32][CH:31]=[C:26]([C:27]([O:29][CH3:30])=[O:28])[N:25]=1)[CH3:33])=[O:20])([CH3:17])([CH3:16])[CH3:15]. (7) Given the reactants [N:1]1([C:7]2[CH:8]=[CH:9][C:10]3[CH2:11][N:12]([C:18]([O:20][C:21]([CH3:24])([CH3:23])[CH3:22])=[O:19])[CH2:13][CH2:14][O:15][C:16]=3[N:17]=2)[CH2:6][CH2:5][NH:4][CH2:3][CH2:2]1.C(=O)([O-])[O-].[K+].[K+].CN(C=O)C.[CH2:36](Br)[C:37]1[CH:42]=[CH:41][CH:40]=[CH:39][CH:38]=1, predict the reaction product. The product is: [CH2:36]([N:4]1[CH2:5][CH2:6][N:1]([C:7]2[CH:8]=[CH:9][C:10]3[CH2:11][N:12]([C:18]([O:20][C:21]([CH3:24])([CH3:23])[CH3:22])=[O:19])[CH2:13][CH2:14][O:15][C:16]=3[N:17]=2)[CH2:2][CH2:3]1)[C:37]1[CH:42]=[CH:41][CH:40]=[CH:39][CH:38]=1. (8) Given the reactants [S-:1][C:2]#[N:3].[K+].[Cl:5][C:6]1[N:11]=[CH:10][C:9]([NH2:12])=[CH:8][CH:7]=1.BrBr.O, predict the reaction product. The product is: [Cl:5][C:6]1[N:11]=[C:10]2[S:1][C:2]([NH2:3])=[N:12][C:9]2=[CH:8][CH:7]=1. (9) Given the reactants [C:1]([Si:5](Cl)([CH3:7])[CH3:6])([CH3:4])([CH3:3])[CH3:2].Cl.[OH:10][C:11]1[CH:12]=[C:13]2[C:18](=[CH:19][CH:20]=1)[C:17]([CH3:22])([CH3:21])[NH:16][CH:15]([C:23]([O:25][CH3:26])=[O:24])[CH2:14]2.C([O-])([O-])=O.[K+].[K+].N1C=CN=C1, predict the reaction product. The product is: [Si:5]([O:10][C:11]1[CH:12]=[C:13]2[C:18](=[CH:19][CH:20]=1)[C:17]([CH3:22])([CH3:21])[NH:16][CH:15]([C:23]([O:25][CH3:26])=[O:24])[CH2:14]2)([C:1]([CH3:4])([CH3:3])[CH3:2])([CH3:7])[CH3:6].